Dataset: Catalyst prediction with 721,799 reactions and 888 catalyst types from USPTO. Task: Predict which catalyst facilitates the given reaction. Product: [CH3:24][C:8]1[CH:7]=[C:4]([CH:3]=[C:2]([CH3:1])[C:9]=1[CH2:10][C:11]1[CH:16]=[CH:15][C:14]([O:17][CH2:18][O:19][CH3:20])=[C:13]([CH:21]([CH3:22])[CH3:23])[CH:12]=1)[CH:5]=[O:6]. Reactant: [CH3:1][C:2]1[CH:3]=[C:4]([CH:7]=[C:8]([CH3:24])[C:9]=1[CH2:10][C:11]1[CH:16]=[CH:15][C:14]([O:17][CH2:18][O:19][CH3:20])=[C:13]([CH:21]([CH3:23])[CH3:22])[CH:12]=1)[CH2:5][OH:6].CC(OI1(OC(C)=O)(OC(C)=O)OC(=O)C2C=CC=CC1=2)=O.C(=O)(O)[O-].[Na+]. The catalyst class is: 4.